This data is from NCI-60 drug combinations with 297,098 pairs across 59 cell lines. The task is: Regression. Given two drug SMILES strings and cell line genomic features, predict the synergy score measuring deviation from expected non-interaction effect. (1) Cell line: SF-295. Drug 1: CC1=CC=C(C=C1)C2=CC(=NN2C3=CC=C(C=C3)S(=O)(=O)N)C(F)(F)F. Drug 2: CN(C(=O)NC(C=O)C(C(C(CO)O)O)O)N=O. Synergy scores: CSS=-1.76, Synergy_ZIP=-1.87, Synergy_Bliss=-5.17, Synergy_Loewe=-5.97, Synergy_HSA=-5.96. (2) Drug 1: C1=NC2=C(N=C(N=C2N1C3C(C(C(O3)CO)O)O)F)N. Drug 2: CC1=C(N=C(N=C1N)C(CC(=O)N)NCC(C(=O)N)N)C(=O)NC(C(C2=CN=CN2)OC3C(C(C(C(O3)CO)O)O)OC4C(C(C(C(O4)CO)O)OC(=O)N)O)C(=O)NC(C)C(C(C)C(=O)NC(C(C)O)C(=O)NCCC5=NC(=CS5)C6=NC(=CS6)C(=O)NCCC[S+](C)C)O. Cell line: SW-620. Synergy scores: CSS=10.7, Synergy_ZIP=-4.17, Synergy_Bliss=-1.24, Synergy_Loewe=-10.2, Synergy_HSA=0.336.